From a dataset of Full USPTO retrosynthesis dataset with 1.9M reactions from patents (1976-2016). Predict the reactants needed to synthesize the given product. (1) Given the product [Br:34][C:4]1[C:5]2[C:10]([C:11]([F:14])([F:13])[F:12])=[CH:9][N:8]([CH2:15][CH:16]3[CH2:21][CH2:20][NH:19][CH2:18][CH2:17]3)[C:6]=2[N:7]=[C:2]([NH2:1])[N:3]=1, predict the reactants needed to synthesize it. The reactants are: [NH2:1][C:2]1[N:3]=[C:4](Cl)[C:5]2[C:10]([C:11]([F:14])([F:13])[F:12])=[CH:9][N:8]([CH2:15][CH:16]3[CH2:21][CH2:20][N:19](C(OCCCC)=O)[CH2:18][CH2:17]3)[C:6]=2[N:7]=1.[Si]([Br:34])(C)(C)C.C(#N)C.C([O-])(O)=O.[Na+]. (2) The reactants are: [NH2:1][C@@H:2]([C:6]([OH:8])=[O:7])[C@@H:3]([CH3:5])[OH:4].[C:9]([O-:12])(O)=[O:10].[Na+].[C:14]1([CH2:20][CH2:21][CH2:22][CH2:23][CH2:24]C2C(=O)N(C([O-])=O)C=CC=2)[CH:19]=[CH:18][CH:17]=[CH:16][CH:15]=1. Given the product [C:14]1([CH2:20][CH2:21][CH2:22][CH2:23][CH2:24][O:12][C:9]([NH:1][C@H:2]([C@H:3]([OH:4])[CH3:5])[C:6]([OH:8])=[O:7])=[O:10])[CH:19]=[CH:18][CH:17]=[CH:16][CH:15]=1, predict the reactants needed to synthesize it. (3) Given the product [NH2:2][C:1]1[C:3]2[C:4](=[CH:5][C:6]([C:9]3[N:14]=[C:13]([NH:15][CH3:16])[N:12]=[C:11]([N:17]4[C@H:22]([CH3:23])[CH2:21][O:20][C@H:19]([C:24]([NH:26][C:27]5[CH:32]=[CH:31][CH:30]=[CH:29][CH:28]=5)=[O:25])[CH2:18]4)[CH:10]=3)=[CH:7][CH:8]=2)[NH:36][N:35]=1, predict the reactants needed to synthesize it. The reactants are: [C:1]([C:3]1[CH:8]=[CH:7][C:6]([C:9]2[N:14]=[C:13]([NH:15][CH3:16])[N:12]=[C:11]([N:17]3[C@H:22]([CH3:23])[CH2:21][O:20][C@H:19]([C:24]([NH:26][C:27]4[CH:32]=[CH:31][CH:30]=[CH:29][CH:28]=4)=[O:25])[CH2:18]3)[CH:10]=2)=[CH:5][C:4]=1F)#[N:2].O.[NH2:35][NH2:36]. (4) Given the product [C:16]1([C:15]2[N:22]=[C:11]([C:7]3[CH:8]=[C:9]4[C:4](=[CH:5][CH:6]=3)[NH:3][C:2](=[O:1])[CH2:10]4)[NH:13][N:14]=2)[CH:21]=[CH:20][CH:19]=[CH:18][CH:17]=1, predict the reactants needed to synthesize it. The reactants are: [O:1]=[C:2]1[CH2:10][C:9]2[C:4](=[CH:5][CH:6]=[C:7]([C:11]([NH:13][NH2:14])=O)[CH:8]=2)[NH:3]1.[C:15](#[N:22])[C:16]1[CH:21]=[CH:20][CH:19]=[CH:18][CH:17]=1.C(=O)([O-])[O-].[K+].[K+].C(Cl)(Cl)Cl.CO. (5) Given the product [CH3:22][C:6]1([CH3:21])[CH2:7][N:8]2[C:13](=[O:14])[CH:12]=[C:11]([C:15]3[CH:20]=[CH:19][N:18]=[CH:17][CH:16]=3)[N:10]=[C:9]2[N:4]([CH2:3][CH:2]([N:33]2[C:29](=[O:39])[C:30]3[C:31](=[CH:35][CH:36]=[CH:37][CH:38]=3)[C:32]2=[O:34])[C:23]2[CH:24]=[CH:25][CH:26]=[CH:27][CH:28]=2)[CH2:5]1, predict the reactants needed to synthesize it. The reactants are: O[CH:2]([C:23]1[CH:28]=[CH:27][CH:26]=[CH:25][CH:24]=1)[CH2:3][N:4]1[C:9]2=[N:10][C:11]([C:15]3[CH:20]=[CH:19][N:18]=[CH:17][CH:16]=3)=[CH:12][C:13](=[O:14])[N:8]2[CH2:7][C:6]([CH3:22])([CH3:21])[CH2:5]1.[C:29]1(=[O:39])[NH:33][C:32](=[O:34])[C:31]2=[CH:35][CH:36]=[CH:37][CH:38]=[C:30]12.N(C(OCC)=O)=NC(OCC)=O. (6) Given the product [Cl:1][C:2]1[C:3]([C:9]([N:11]2[C@H:17]([CH2:18][OH:19])[CH2:16][C@@H:15]3[C@@H:13]([CH2:14]3)[CH2:12]2)=[O:10])=[N:4][C:5]([CH3:8])=[CH:6][CH:7]=1, predict the reactants needed to synthesize it. The reactants are: [Cl:1][C:2]1[C:3]([C:9]([N:11]2[C@H:17]([CH2:18][O:19][Si](C(C)(C)C)(C3C=CC=CC=3)C3C=CC=CC=3)[CH2:16][C@@H:15]3[C@@H:13]([CH2:14]3)[CH2:12]2)=[O:10])=[N:4][C:5]([CH3:8])=[CH:6][CH:7]=1.CCCC[N+](CCCC)(CCCC)CCCC.[F-].